From a dataset of Forward reaction prediction with 1.9M reactions from USPTO patents (1976-2016). Predict the product of the given reaction. (1) Given the reactants Br[C:2]1[CH:3]=[N:4][CH:5]=[C:6]2[C:11]=1[N:10]=[C:9]([C:12]([NH:14][CH2:15][C:16]1[CH:21]=[CH:20][N:19]=[CH:18][CH:17]=1)=[O:13])[CH:8]=[CH:7]2.[N:22]1[CH:27]=[CH:26][C:25](B(O)O)=[CH:24][CH:23]=1.C(=O)([O-])[O-].[Cs+].[Cs+], predict the reaction product. The product is: [N:22]1[CH:27]=[CH:26][C:25]([C:2]2[CH:3]=[N:4][CH:5]=[C:6]3[C:11]=2[N:10]=[C:9]([C:12]([NH:14][CH2:15][C:16]2[CH:21]=[CH:20][N:19]=[CH:18][CH:17]=2)=[O:13])[CH:8]=[CH:7]3)=[CH:24][CH:23]=1. (2) The product is: [CH3:16][N:12]1[CH:13]=[CH:14][N:15]=[C:11]1[C:9]1[S:10][C:3]2[C:4](=[N:5][CH:6]=[CH:7][C:2]=2[O:17][C:18]2[CH:19]=[CH:20][C:21]([CH2:24][C:25]([OH:27])=[O:26])=[CH:22][CH:23]=2)[CH:8]=1. Given the reactants Cl[C:2]1[CH:7]=[CH:6][N:5]=[C:4]2[CH:8]=[C:9]([C:11]3[N:12]([CH3:16])[CH:13]=[CH:14][N:15]=3)[S:10][C:3]=12.[OH:17][C:18]1[CH:23]=[CH:22][C:21]([CH2:24][C:25]([OH:27])=[O:26])=[CH:20][CH:19]=1, predict the reaction product. (3) Given the reactants N(C(OC(C)C)=O)=NC(OC(C)C)=O.[OH:15][C:16]1[CH:25]=[C:24]2[C:19]([CH:20]=[CH:21][C:22](=[O:26])[O:23]2)=[CH:18][CH:17]=1.O[C@@H:28]1[CH2:32][CH2:31][N:30]([C:33]([O:35][C:36]([CH3:39])([CH3:38])[CH3:37])=[O:34])[CH2:29]1.C1(P(C2C=CC=CC=2)C2C=CC=CC=2)C=CC=CC=1.C(N(CC)CC)C, predict the reaction product. The product is: [O:26]=[C:22]1[CH:21]=[CH:20][C:19]2[C:24](=[CH:25][C:16]([O:15][C@H:32]3[CH2:28][CH2:29][N:30]([C:33]([O:35][C:36]([CH3:39])([CH3:38])[CH3:37])=[O:34])[CH2:31]3)=[CH:17][CH:18]=2)[O:23]1. (4) Given the reactants [F:1][C:2]1[CH:7]=[CH:6][C:5]([C@H:8]2[N:12]([S:13]([C:16]3[CH:21]=[CH:20][C:19]([CH3:22])=[CH:18][CH:17]=3)(=[O:15])=[O:14])[C@@H:11]([CH2:23][CH2:24][C:25]([NH:27][NH2:28])=[O:26])[CH2:10][CH2:9]2)=[CH:4][CH:3]=1.[CH:29](Cl)(Cl)Cl, predict the reaction product. The product is: [F:1][C:2]1[CH:7]=[CH:6][C:5]([C@H:8]2[N:12]([S:13]([C:16]3[CH:21]=[CH:20][C:19]([CH3:22])=[CH:18][CH:17]=3)(=[O:14])=[O:15])[C@@H:11]([CH2:23][CH2:24][C:25]3[O:26][CH:29]=[N:28][N:27]=3)[CH2:10][CH2:9]2)=[CH:4][CH:3]=1. (5) The product is: [CH2:31]([O:30][C:28](=[O:29])[C:12]1[C:13]([CH2:26][CH3:27])=[C:14]([O:16][CH2:17][CH2:18][C:19]2[CH:24]=[CH:23][CH:22]=[C:21]([Cl:25])[CH:20]=2)[CH:15]=[N:10][CH:11]=1)[CH3:32]. Given the reactants C1(OC([N:10]2[CH:15]=[C:14]([O:16][CH2:17][CH2:18][C:19]3[CH:24]=[CH:23][CH:22]=[C:21]([Cl:25])[CH:20]=3)[CH:13]([CH2:26][CH3:27])[C:12]([C:28]([O:30][CH2:31][CH3:32])=[O:29])=[CH:11]2)=O)C=CC=CC=1.ClC1C(=O)C(C#N)=C(C#N)C(=O)C=1Cl, predict the reaction product.